The task is: Predict the reactants needed to synthesize the given product.. This data is from Full USPTO retrosynthesis dataset with 1.9M reactions from patents (1976-2016). (1) The reactants are: [CH2:1]([N:8]1[CH2:13][CH2:12][O:11][CH:10]([C:14]#N)[CH2:9]1)[C:2]1[CH:7]=[CH:6][CH:5]=[CH:4][CH:3]=1.[C:16]1([Mg]Cl)[CH:21]=[CH:20][CH:19]=[CH:18][CH:17]=1.Cl.C([O:27]CC)C. Given the product [CH2:1]([N:8]1[CH2:13][CH2:12][O:11][C@H:10]([C:14]([C:16]2[CH:21]=[CH:20][CH:19]=[CH:18][CH:17]=2)=[O:27])[CH2:9]1)[C:2]1[CH:7]=[CH:6][CH:5]=[CH:4][CH:3]=1, predict the reactants needed to synthesize it. (2) Given the product [Cl:12][C:13]1[CH:18]=[CH:17][CH:16]=[CH:15][C:14]=1[CH2:19][CH:20]1[O:9][CH2:21]1, predict the reactants needed to synthesize it. The reactants are: C1C=C(Cl)C=C(C(OO)=[O:9])C=1.[Cl:12][C:13]1[CH:18]=[CH:17][CH:16]=[CH:15][C:14]=1[CH2:19][CH:20]=[CH2:21].C([O-])([O-])=O.[Na+].[Na+]. (3) Given the product [F:8][C:6]1[CH:5]=[C:4]([C:9]2[N:10]=[CH:11][C:12]([C:13]([NH:28][CH:29]3[CH2:30][CH2:31][N:32]([C:35]([O:37][CH2:38][CH3:39])=[O:36])[CH2:33][CH2:34]3)=[O:15])=[CH:16][CH:17]=2)[CH:3]=[C:2]([F:1])[CH:7]=1, predict the reactants needed to synthesize it. The reactants are: [F:1][C:2]1[CH:3]=[C:4]([C:9]2[CH:17]=[CH:16][C:12]([C:13]([OH:15])=O)=[CH:11][N:10]=2)[CH:5]=[C:6]([F:8])[CH:7]=1.C1C=CC2N(O)N=NC=2C=1.[NH2:28][CH:29]1[CH2:34][CH2:33][N:32]([C:35]([O:37][CH2:38][CH3:39])=[O:36])[CH2:31][CH2:30]1.C(O)C(N)(CO)CO. (4) Given the product [Cl:43][C:44]1[N:49]=[CH:48][C:47]([O:21][CH2:20][C:17]2[CH:18]=[CH:19][N:14]([C:11]3[CH:12]=[N:13][C:8]([N:5]4[CH2:6][CH2:7][CH:3]([N:2]([CH3:23])[CH3:1])[CH2:4]4)=[CH:9][CH:10]=3)[C:15](=[O:22])[CH:16]=2)=[CH:46][CH:45]=1, predict the reactants needed to synthesize it. The reactants are: [CH3:1][N:2]([CH3:23])[CH:3]1[CH2:7][CH2:6][N:5]([C:8]2[N:13]=[CH:12][C:11]([N:14]3[CH:19]=[CH:18][C:17]([CH2:20][OH:21])=[CH:16][C:15]3=[O:22])=[CH:10][CH:9]=2)[CH2:4]1.C1C=CC(P(C2C=CC=CC=2)C2C=CC=CC=2)=CC=1.[Cl:43][C:44]1[N:49]=[CH:48][C:47](O)=[CH:46][CH:45]=1.CC(OC(/N=N/C(OC(C)C)=O)=O)C. (5) Given the product [CH3:9][C:8]1([CH3:10])[C:27]([CH2:26][OH:25])=[CH:14][CH2:13][CH2:12][CH2:7]1, predict the reactants needed to synthesize it. The reactants are: [H-].[CH2:7]([Al+][CH2:7][CH:8]([CH3:10])[CH3:9])[CH:8]([CH3:10])[CH3:9].O1C[CH2:14][CH2:13][CH2:12]1.O.S([O-])([O-])(=O)=O.[Mg+2].C([O:25][CH2:26][CH3:27])C.